From a dataset of Full USPTO retrosynthesis dataset with 1.9M reactions from patents (1976-2016). Predict the reactants needed to synthesize the given product. (1) The reactants are: [NH:1]1[CH2:6][CH2:5][O:4][CH2:3][CH2:2]1.Cl[C:8]1[C:13]([Cl:14])=[CH:12][C:11]([N+:15]([O-:17])=[O:16])=[CH:10][N:9]=1. Given the product [Cl:14][C:13]1[C:8]([N:1]2[CH2:6][CH2:5][O:4][CH2:3][CH2:2]2)=[N:9][CH:10]=[C:11]([N+:15]([O-:17])=[O:16])[CH:12]=1, predict the reactants needed to synthesize it. (2) Given the product [Cl:9][C:6]1[C:7]([CH3:8])=[C:2]([C:17]2[CH:18]=[CH:19][N:14]=[CH:15][CH:16]=2)[C:3]([OH:13])=[C:4]([C:10](=[O:12])[CH3:11])[CH:5]=1, predict the reactants needed to synthesize it. The reactants are: Br[C:2]1[C:3]([OH:13])=[C:4]([C:10](=[O:12])[CH3:11])[CH:5]=[C:6]([Cl:9])[C:7]=1[CH3:8].[N:14]1[CH:19]=[CH:18][C:17](B(O)O)=[CH:16][CH:15]=1.C(=O)([O-])[O-].[K+].[K+].C1(P(C2C=CC=CC=2)C2C=CC=CC=2)C=CC=CC=1.